From a dataset of NCI-60 drug combinations with 297,098 pairs across 59 cell lines. Regression. Given two drug SMILES strings and cell line genomic features, predict the synergy score measuring deviation from expected non-interaction effect. Drug 1: CC12CCC3C(C1CCC2=O)CC(=C)C4=CC(=O)C=CC34C. Drug 2: C1=NC(=NC(=O)N1C2C(C(C(O2)CO)O)O)N. Cell line: MCF7. Synergy scores: CSS=26.2, Synergy_ZIP=-0.258, Synergy_Bliss=0.0613, Synergy_Loewe=-1.54, Synergy_HSA=-0.758.